Predict the product of the given reaction. From a dataset of Forward reaction prediction with 1.9M reactions from USPTO patents (1976-2016). (1) Given the reactants [NH:1]1[C:9]2[C:4](=[CH:5][CH:6]=[CH:7][CH:8]=2)[C:3]([CH2:10][C:11]([O:13][CH2:14][CH3:15])=[O:12])=[CH:2]1.C1C(=O)N([Br:23])C(=O)C1.CCN(C(C)C)C(C)C.[CH3:33][C:34]([O:37][C:38]([O:40]C(OC(C)(C)C)=O)=O)([CH3:36])[CH3:35], predict the reaction product. The product is: [Br:23][C:2]1[N:1]([C:38]([O:37][C:34]([CH3:36])([CH3:35])[CH3:33])=[O:40])[C:9]2[C:4]([C:3]=1[CH2:10][C:11]([O:13][CH2:14][CH3:15])=[O:12])=[CH:5][CH:6]=[CH:7][CH:8]=2. (2) Given the reactants [Cl:1][C:2]1[CH:7]=[CH:6][CH:5]=[CH:4][C:3]=1[C:8](=O)[CH2:9][C:10](=O)[C:11]([F:14])([F:13])[F:12].ClCC(C1C=CC=CC=1)=O.[NH2:27][C:28]1[N:29]=[CH:30][NH:31][C:32]=1[C:33]#[N:34], predict the reaction product. The product is: [Cl:1][C:2]1[CH:7]=[CH:6][CH:5]=[CH:4][C:3]=1[C:8]1[CH:9]=[C:10]([C:11]([F:14])([F:13])[F:12])[N:29]2[CH:30]=[N:31][C:32]([C:33]#[N:34])=[C:28]2[N:27]=1. (3) Given the reactants [N+:1]([C:4]1[CH:5]=[CH:6][CH:7]=[C:8]2[C:12]=1[CH:11]1[CH2:13][C:14]3([O:20][CH2:19][CH2:18][O:17]3)[CH2:15][CH2:16][N:10]1[C:9]2=[O:21])([O-])=O.Cl[Sn]Cl, predict the reaction product. The product is: [NH2:1][C:4]1[CH:5]=[CH:6][CH:7]=[C:8]2[C:12]=1[CH:11]1[CH2:13][C:14]3([O:20][CH2:19][CH2:18][O:17]3)[CH2:15][CH2:16][N:10]1[C:9]2=[O:21]. (4) Given the reactants [Br:1][C:2]1[CH:3]=[C:4](/[CH:8]=[CH:9]/[CH:10]=[O:11])[CH:5]=[CH:6][CH:7]=1.Br[CH2:13][C:14]1[CH:27]=[CH:26][CH:25]=[CH:24][C:15]=1[O:16][Si](C(C)(C)C)(C)C, predict the reaction product. The product is: [Br:1][C:2]1[CH:3]=[C:4]([C@H:8]2[CH2:9][C:10](=[O:11])[O:16][C:15]3[CH:24]=[CH:25][CH:26]=[CH:27][C:14]=3[CH2:13]2)[CH:5]=[CH:6][CH:7]=1. (5) The product is: [C:18]([O:17][C:15]([NH:14][C@@H:8]([CH2:9][CH2:10][C:11]([O:13][C:35]([CH3:40])([CH3:36])[CH3:34])=[O:12])[C:6]([O:28][CH2:27][C@H:26]([O:25][N+:22]([O-:24])=[O:23])[CH2:29][O:30][N+:31]([O-:33])=[O:32])=[O:7])=[O:16])([CH3:19])([CH3:20])[CH3:21]. Given the reactants C(O[C:6]([C@@H:8]([NH:14][C:15]([O:17][C:18]([CH3:21])([CH3:20])[CH3:19])=[O:16])[CH2:9][CH2:10][C:11]([OH:13])=[O:12])=[O:7])(C)(C)C.[N+:22]([O:25][C@H:26]([CH2:29][O:30][N+:31]([O-:33])=[O:32])[CH2:27][OH:28])([O-:24])=[O:23].[CH3:34][C:35]1[CH:40]=CN=C(N)[C:36]=1C, predict the reaction product. (6) Given the reactants [NH2:1][N:2]1[C:11]2[C:6](=[CH:7][CH:8]=[CH:9][CH:10]=2)[C:5]([OH:12])=[C:4]([C:13]([NH:15][C:16]2[CH:21]=[CH:20][C:19]([O:22][CH2:23][C:24]3[CH:29]=[CH:28][CH:27]=[CH:26][CH:25]=3)=[CH:18][C:17]=2[S:30]([NH2:33])(=[O:32])=[O:31])=O)[C:3]1=[O:34].Cl, predict the reaction product. The product is: [NH2:1][N:2]1[C:11]2[C:6](=[CH:7][CH:8]=[CH:9][CH:10]=2)[C:5]([OH:12])=[C:4]([C:13]2[NH:15][C:16]3[CH:21]=[CH:20][C:19]([O:22][CH2:23][C:24]4[CH:29]=[CH:28][CH:27]=[CH:26][CH:25]=4)=[CH:18][C:17]=3[S:30](=[O:32])(=[O:31])[N:33]=2)[C:3]1=[O:34]. (7) Given the reactants C([O:3][C:4](=[O:24])[C:5]([O:15][C:16]1[CH:21]=[CH:20][C:19]([F:22])=[C:18]([F:23])[CH:17]=1)([CH3:14])[CH2:6][C:7]1[CH:12]=[CH:11][C:10]([OH:13])=[CH:9][CH:8]=1)C.[CH3:25][C:26]1[O:30][C:29]([C:31]2[S:32][CH:33]=[CH:34][CH:35]=2)=[N:28][C:27]=1[CH2:36][CH2:37]OS(C1C=CC(C)=CC=1)(=O)=O, predict the reaction product. The product is: [F:23][C:18]1[CH:17]=[C:16]([CH:21]=[CH:20][C:19]=1[F:22])[O:15][C:5]([CH3:14])([CH2:6][C:7]1[CH:12]=[CH:11][C:10]([O:13][CH2:37][CH2:36][C:27]2[N:28]=[C:29]([C:31]3[S:32][CH:33]=[CH:34][CH:35]=3)[O:30][C:26]=2[CH3:25])=[CH:9][CH:8]=1)[C:4]([OH:3])=[O:24]. (8) Given the reactants C1(N=C=N)CCCCC1.[C:10]([OH:18])(=O)[C:11]1[CH:16]=[CH:15][CH:14]=[CH:13][CH:12]=1.O.ON1C2C=CC=CC=2N=N1.Cl.Cl.Cl.[N:33]1([CH2:39][CH2:40][CH2:41][O:42][C:43]2[CH:55]=[CH:54][C:46]([CH2:47][N:48]3[CH2:53][CH2:52][NH:51][CH2:50][CH2:49]3)=[CH:45][CH:44]=2)[CH2:38][CH2:37][CH2:36][CH2:35][CH2:34]1.C(N(CC)CC)C, predict the reaction product. The product is: [C:11]1([C:10]([N:51]2[CH2:52][CH2:53][N:48]([CH2:47][C:46]3[CH:45]=[CH:44][C:43]([O:42][CH2:41][CH2:40][CH2:39][N:33]4[CH2:34][CH2:35][CH2:36][CH2:37][CH2:38]4)=[CH:55][CH:54]=3)[CH2:49][CH2:50]2)=[O:18])[CH:12]=[CH:13][CH:14]=[CH:15][CH:16]=1. (9) Given the reactants [C:1]([N:5]1[C:9]([C:10]2[CH:15]=[CH:14][C:13]([F:16])=[CH:12][CH:11]=2)=[C:8]([C:17]2[S:18][CH:19]=[C:20]([CH2:22][C:23](O)=[O:24])[N:21]=2)[CH:7]=[N:6]1)([CH3:4])([CH3:3])[CH3:2].[O:26]1[CH2:31][CH2:30][N:29]([CH2:32][CH2:33][CH2:34][NH2:35])[CH2:28][CH2:27]1, predict the reaction product. The product is: [C:1]([N:5]1[C:9]([C:10]2[CH:15]=[CH:14][C:13]([F:16])=[CH:12][CH:11]=2)=[C:8]([C:17]2[S:18][CH:19]=[C:20]([CH2:22][C:23]([NH:35][CH2:34][CH2:33][CH2:32][N:29]3[CH2:30][CH2:31][O:26][CH2:27][CH2:28]3)=[O:24])[N:21]=2)[CH:7]=[N:6]1)([CH3:2])([CH3:3])[CH3:4]. (10) Given the reactants [C:1]1([C:7](=O)[CH2:8][C:9]2[CH:14]=[CH:13][CH:12]=[CH:11][CH:10]=2)[CH:6]=[CH:5][CH:4]=[CH:3][CH:2]=1.[Br:16][C:17]1[CH:18]=[CH:19][C:20]([NH:23]N)=[N:21][CH:22]=1, predict the reaction product. The product is: [Br:16][C:17]1[CH:18]=[C:19]2[C:7]([C:1]3[CH:6]=[CH:5][CH:4]=[CH:3][CH:2]=3)=[C:8]([C:9]3[CH:14]=[CH:13][CH:12]=[CH:11][CH:10]=3)[NH:23][C:20]2=[N:21][CH:22]=1.